From a dataset of Full USPTO retrosynthesis dataset with 1.9M reactions from patents (1976-2016). Predict the reactants needed to synthesize the given product. (1) Given the product [OH:25][NH:24][C:17]([C:13]1[C:14]2[CH:15]=[CH:16][C:7]([NH:6][CH2:5][C:4]3[CH:19]=[CH:20][CH:21]=[CH:22][C:3]=3[O:2][CH3:1])=[N:8][C:9]=2[CH:10]=[CH:11][CH:12]=1)=[NH:18], predict the reactants needed to synthesize it. The reactants are: [CH3:1][O:2][C:3]1[CH:22]=[CH:21][CH:20]=[CH:19][C:4]=1[CH2:5][NH:6][C:7]1[CH:16]=[CH:15][C:14]2[C:13]([C:17]#[N:18])=[CH:12][CH:11]=[CH:10][C:9]=2[N:8]=1.Cl.[NH2:24][OH:25].C(=O)([O-])[O-].[Na+].[Na+]. (2) Given the product [Cl:28][C:29]1[CH:36]=[C:35]([F:37])[CH:34]=[CH:33][C:30]=1[CH2:31][NH:32][C:13]([C:10]1[S:11][CH:12]=[C:8]([C:5]2[CH:4]=[CH:3][C:2]([Cl:1])=[CH:7][CH:6]=2)[N:9]=1)=[O:15], predict the reactants needed to synthesize it. The reactants are: [Cl:1][C:2]1[CH:7]=[CH:6][C:5]([C:8]2[N:9]=[C:10]([C:13]([OH:15])=O)[S:11][CH:12]=2)=[CH:4][CH:3]=1.C1N=CN(C(N2C=NC=C2)=O)C=1.[Cl:28][C:29]1[CH:36]=[C:35]([F:37])[CH:34]=[CH:33][C:30]=1[CH2:31][NH2:32].